From a dataset of Full USPTO retrosynthesis dataset with 1.9M reactions from patents (1976-2016). Predict the reactants needed to synthesize the given product. (1) Given the product [C:24]([O:28][C:29](=[O:37])[NH:30][C@H:31]1[CH2:36][CH2:35][CH2:34][N:33]([C:9]2[N:8]([CH2:1][C:2]3[CH:7]=[CH:6][CH:5]=[CH:4][CH:3]=3)[C:16]3[C:15](=[O:17])[N:14]([CH3:18])[C:13](=[O:19])[N:12]([CH3:20])[C:11]=3[C:10]=2[C:21]#[N:22])[CH2:32]1)([CH3:27])([CH3:25])[CH3:26], predict the reactants needed to synthesize it. The reactants are: [CH2:1]([N:8]1[C:16]2[C:15](=[O:17])[N:14]([CH3:18])[C:13](=[O:19])[N:12]([CH3:20])[C:11]=2[C:10]([C:21]#[N:22])=[C:9]1Br)[C:2]1[CH:7]=[CH:6][CH:5]=[CH:4][CH:3]=1.[C:24]([O:28][C:29](=[O:37])[NH:30][C@H:31]1[CH2:36][CH2:35][CH2:34][NH:33][CH2:32]1)([CH3:27])([CH3:26])[CH3:25]. (2) Given the product [N:1]1([CH2:11][CH2:12][CH:13]2[CH2:18][CH2:17][CH:16]([N:19]3[C:23]4[N:24]=[CH:25][N:26]=[C:27]([NH2:28])[C:22]=4[C:21]([C:29]4[CH:30]=[CH:31][C:32]([O:35][C:36]5[CH:37]=[CH:38][CH:39]=[CH:40][CH:41]=5)=[CH:33][CH:34]=4)=[CH:20]3)[CH2:15][CH2:14]2)[CH:5]=[CH:4][N:3]=[CH:2]1, predict the reactants needed to synthesize it. The reactants are: [NH:1]1[CH:5]=[CH:4][N:3]=[CH:2]1.CS(O[CH2:11][CH2:12][CH:13]1[CH2:18][CH2:17][CH:16]([N:19]2[C:23]3[N:24]=[CH:25][N:26]=[C:27]([NH2:28])[C:22]=3[C:21]([C:29]3[CH:34]=[CH:33][C:32]([O:35][C:36]4[CH:41]=[CH:40][CH:39]=[CH:38][CH:37]=4)=[CH:31][CH:30]=3)=[CH:20]2)[CH2:15][CH2:14]1)(=O)=O.[H-].[Na+]. (3) Given the product [CH3:43][N:3]1[NH:2][N:1]=[C:5]([C:6]2[CH:7]=[C:8]([NH:12][C:13]([CH:15]3[CH:19]([C:20]4[CH:25]=[CH:24][CH:23]=[C:22]([Cl:26])[C:21]=4[CH3:27])[C:18]([C:30]4[CH:35]=[CH:34][C:33]([Cl:36])=[CH:32][C:31]=4[F:37])([C:28]#[N:29])[CH:17]([CH2:38][C:39]([CH3:42])([CH3:41])[CH3:40])[NH:16]3)=[O:14])[CH:9]=[CH:10][CH:11]=2)[NH:4]1, predict the reactants needed to synthesize it. The reactants are: [NH:1]1[C:5]([C:6]2[CH:7]=[C:8]([NH:12][C:13]([CH:15]3[CH:19]([C:20]4[CH:25]=[CH:24][CH:23]=[C:22]([Cl:26])[C:21]=4[CH3:27])[C:18]([C:30]4[CH:35]=[CH:34][C:33]([Cl:36])=[CH:32][C:31]=4[F:37])([C:28]#[N:29])[CH:17]([CH2:38][C:39]([CH3:42])([CH3:41])[CH3:40])[NH:16]3)=[O:14])[CH:9]=[CH:10][CH:11]=2)=[N:4][N:3]=[N:2]1.[C:43](=O)(O)[O-].[Na+].S(OC)(OC)(=O)=O. (4) Given the product [CH3:22][N:23]1[CH2:28][CH2:27][N:26]([CH2:29][N:1]2[C:9]3[C:4](=[CH:5][CH:6]=[CH:7][CH:8]=3)[C:3]3([C:13]4=[CH:14][C:15]5[O:19][CH2:18][O:17][C:16]=5[CH:20]=[C:12]4[O:11][CH2:10]3)[C:2]2=[O:21])[CH2:25][CH2:24]1, predict the reactants needed to synthesize it. The reactants are: [NH:1]1[C:9]2[C:4](=[CH:5][CH:6]=[CH:7][CH:8]=2)[C:3]2([C:13]3=[CH:14][C:15]4[O:19][CH2:18][O:17][C:16]=4[CH:20]=[C:12]3[O:11][CH2:10]2)[C:2]1=[O:21].[CH3:22][N:23]1[CH2:28][CH2:27][NH:26][CH2:25][CH2:24]1.[CH2:29]=O. (5) Given the product [OH:1][C@@H:2]1[C@H:6]([OH:7])[C@@H:5]([CH2:8][O:9][S:10](=[O:13])(=[O:12])[NH2:11])[CH2:4][C@H:3]1[NH:14][C:15]1[N:20]2[N:21]=[C:22]([C:24]3[CH:33]=[CH:32][CH:31]=[C:30]4[C:25]=3[CH:26]=[CH:27][C:28]([C:34]([OH:36])=[O:35])=[CH:29]4)[CH:23]=[C:19]2[N:18]=[CH:17][CH:16]=1, predict the reactants needed to synthesize it. The reactants are: [OH:1][C@@H:2]1[C@H:6]([OH:7])[C@@H:5]([CH2:8][O:9][S:10](=[O:13])(=[O:12])[NH2:11])[CH2:4][C@H:3]1[NH:14][C:15]1[N:20]2[N:21]=[C:22]([C:24]3[CH:33]=[CH:32][CH:31]=[C:30]4[C:25]=3[CH:26]=[CH:27][C:28]([C:34]([O:36]C)=[O:35])=[CH:29]4)[CH:23]=[C:19]2[N:18]=[CH:17][CH:16]=1.CN(C=O)C.[OH-].[Na+]. (6) Given the product [CH3:1][O:2][C:3]([C:5]1[CH:14]=[C:13]([C:36]#[C:31][CH2:32][CH2:33][CH2:34][CH3:35])[C:12]2[C:7](=[C:8]([O:23][CH2:24][C:25]3[CH:30]=[CH:29][CH:28]=[CH:27][CH:26]=3)[CH:9]=[CH:10][CH:11]=2)[N:6]=1)=[O:4], predict the reactants needed to synthesize it. The reactants are: [CH3:1][O:2][C:3]([C:5]1[CH:14]=[C:13](OS(C(F)(F)F)(=O)=O)[C:12]2[C:7](=[C:8]([O:23][CH2:24][C:25]3[CH:30]=[CH:29][CH:28]=[CH:27][CH:26]=3)[CH:9]=[CH:10][CH:11]=2)[N:6]=1)=[O:4].[C:31]1(C#C)[CH:36]=[CH:35][CH:34]=[CH:33][CH:32]=1.C#CCCCC. (7) Given the product [NH2:1][C:4]1[CH:5]=[C:6]([CH:10]=[CH:11][C:12]=1[O:13][C:14]([F:15])([F:16])[F:17])[C:7]([OH:9])=[O:8], predict the reactants needed to synthesize it. The reactants are: [N+:1]([C:4]1[CH:5]=[C:6]([CH:10]=[CH:11][C:12]=1[O:13][C:14]([F:17])([F:16])[F:15])[C:7]([OH:9])=[O:8])([O-])=O.